Dataset: Reaction yield outcomes from USPTO patents with 853,638 reactions. Task: Predict the reaction yield, written as a fraction of the theoretical maximum amount of product (1.0 means a 100% yield; for example, 0.34 means a 34% yield). (1) The reactants are Br[C:2]1[C:10]2[C:5](=[CH:6][CH:7]=[CH:8][CH:9]=2)[N:4]([Si:11]([C:14]([CH3:17])([CH3:16])[CH3:15])([CH3:13])[CH3:12])[CH:3]=1.[Li]C(C)(C)C.CCCCC.[C:28]([O:32][C:33]([N:35]1[CH:40]2[CH2:41][CH2:42][CH:36]1[CH2:37][C:38](=[O:43])[CH2:39]2)=[O:34])([CH3:31])([CH3:30])[CH3:29].C([O-])(O)=O.[Na+]. The catalyst is C1COCC1. The product is [C:28]([O:32][C:33]([N:35]1[CH:40]2[CH2:41][CH2:42][CH:36]1[CH2:37][C:38]([C:2]1[C:10]3[C:5](=[CH:6][CH:7]=[CH:8][CH:9]=3)[N:4]([Si:11]([C:14]([CH3:17])([CH3:16])[CH3:15])([CH3:13])[CH3:12])[CH:3]=1)([OH:43])[CH2:39]2)=[O:34])([CH3:31])([CH3:29])[CH3:30]. The yield is 0.530. (2) The reactants are [Li]CCCC.C(NC(C)C)(C)C.[Br:13][C:14]1[CH:19]=[CH:18][C:17]([NH2:20])=[C:16]([F:21])[CH:15]=1.Cl[C:23]1[C:28]([C:29]([OH:31])=[O:30])=[CH:27][N:26]=[C:25]([Cl:32])[C:24]=1[F:33]. The catalyst is C1COCC1. The product is [Br:13][C:14]1[CH:19]=[CH:18][C:17]([NH:20][C:23]2[C:28]([C:29]([OH:31])=[O:30])=[CH:27][N:26]=[C:25]([Cl:32])[C:24]=2[F:33])=[C:16]([F:21])[CH:15]=1. The yield is 0.720.